From a dataset of Forward reaction prediction with 1.9M reactions from USPTO patents (1976-2016). Predict the product of the given reaction. (1) Given the reactants C([O:5][C:6]1[CH:11]=[CH:10][CH:9]=[C:8]([F:12])[C:7]=1[Cl:13])(=O)CC.[Cl-].[Cl-].[Cl-].[Al+3].Cl, predict the reaction product. The product is: [Cl:13][C:7]1[C:6]([OH:5])=[C:11]([C:6](=[O:5])[CH2:7][CH3:8])[CH:10]=[CH:9][C:8]=1[F:12]. (2) Given the reactants Br[C:2]1[C:11]2[C:6](=[CH:7][C:8]([C:12]3[O:13][C:14]4[CH:25]=[CH:24][CH:23]=[CH:22][C:15]=4[C:16]=3[CH2:17][CH2:18][CH2:19][CH2:20][CH3:21])=[CH:9][CH:10]=2)[CH:5]=[CH:4][C:3]=1[O:26][CH2:27][C:28]#[N:29].[N-:30]=[N+:31]=[N-:32].[Na+].[Cl-].[NH4+], predict the reaction product. The product is: [CH2:17]([C:16]1[C:15]2[CH:22]=[CH:23][CH:24]=[CH:25][C:14]=2[O:13][C:12]=1[C:8]1[CH:7]=[C:6]2[C:11](=[CH:10][CH:9]=1)[CH:2]=[C:3]([O:26][CH2:27][C:28]1[NH:29][N:32]=[N:31][N:30]=1)[CH:4]=[CH:5]2)[CH2:18][CH2:19][CH2:20][CH3:21]. (3) Given the reactants Cl[C:2]1[N:7]=[C:6]([Cl:8])[N:5]=[C:4]2[N:9]([CH:12]3[CH2:17][CH2:16][O:15][CH2:14][CH2:13]3)[N:10]=[CH:11][C:3]=12.[CH3:18][C:19]1[NH:23][N:22]=[C:21]([NH2:24])[CH:20]=1.CCN(C(C)C)C(C)C, predict the reaction product. The product is: [Cl:8][C:6]1[N:5]=[C:4]2[N:9]([CH:12]3[CH2:17][CH2:16][O:15][CH2:14][CH2:13]3)[N:10]=[CH:11][C:3]2=[C:2]([NH:24][C:21]2[CH:20]=[C:19]([CH3:18])[NH:23][N:22]=2)[N:7]=1.